Predict the product of the given reaction. From a dataset of Forward reaction prediction with 1.9M reactions from USPTO patents (1976-2016). Given the reactants [F:1][C:2]1[CH:3]=[C:4]([C:10]2[CH:11]=[C:12]3[C:17](=[CH:18][CH:19]=2)[N:16]=[CH:15][C:14]([C:20](=[O:24])[CH:21]([CH3:23])[CH3:22])=[C:13]3[NH:25][C@H:26]2[CH2:31][CH2:30][C@H:29]([NH:32]C(=O)OC(C)(C)C)[CH2:28][CH2:27]2)[CH:5]=[C:6]([F:9])[C:7]=1[OH:8].C(O)(C(F)(F)F)=O, predict the reaction product. The product is: [NH2:32][C@H:29]1[CH2:30][CH2:31][C@H:26]([NH:25][C:13]2[C:12]3[C:17](=[CH:18][CH:19]=[C:10]([C:4]4[CH:3]=[C:2]([F:1])[C:7]([OH:8])=[C:6]([F:9])[CH:5]=4)[CH:11]=3)[N:16]=[CH:15][C:14]=2[C:20](=[O:24])[CH:21]([CH3:22])[CH3:23])[CH2:27][CH2:28]1.